Dataset: Reaction yield outcomes from USPTO patents with 853,638 reactions. Task: Predict the reaction yield, written as a fraction of the theoretical maximum amount of product (1.0 means a 100% yield; for example, 0.34 means a 34% yield). (1) The reactants are [NH2:1][C:2]1[CH:29]=[CH:28][C:5]([O:6][C:7]2[CH:12]=[CH:11][N:10]=[C:9]([N:13]=[C:14]([C:21]3[CH:26]=[CH:25][CH:24]=[CH:23][CH:22]=3)[C:15]3[CH:20]=[CH:19][CH:18]=[CH:17][CH:16]=3)[C:8]=2[Cl:27])=[C:4]([F:30])[CH:3]=1.[F:31][C:32]1[CH:37]=[CH:36][C:35]([C:38]2[C:39](=[O:47])[C:40]([C:44](O)=[O:45])=[CH:41][NH:42][CH:43]=2)=[CH:34][CH:33]=1.CN(C(ON1N=NC2C=CC=NC1=2)=[N+](C)C)C.F[P-](F)(F)(F)(F)F.CCN(C(C)C)C(C)C. The catalyst is CN(C=O)C. The product is [Cl:27][C:8]1[C:9]([N:13]=[C:14]([C:15]2[CH:20]=[CH:19][CH:18]=[CH:17][CH:16]=2)[C:21]2[CH:26]=[CH:25][CH:24]=[CH:23][CH:22]=2)=[N:10][CH:11]=[CH:12][C:7]=1[O:6][C:5]1[CH:28]=[CH:29][C:2]([NH:1][C:44]([C:40]2[C:39](=[O:47])[C:38]([C:35]3[CH:36]=[CH:37][C:32]([F:31])=[CH:33][CH:34]=3)=[CH:43][NH:42][CH:41]=2)=[O:45])=[CH:3][C:4]=1[F:30]. The yield is 0.780. (2) The reactants are Br[CH2:2][CH2:3][C:4]1[CH:19]=[CH:18][C:7]([O:8][C:9]2[S:10][C:11]3[CH:17]=[CH:16][CH:15]=[CH:14][C:12]=3[N:13]=2)=[CH:6][CH:5]=1.[C:20]([O:24][C:25]([N:27]1[CH2:32][C@@H:31]2[CH2:33][C@H:28]1[CH2:29][NH:30]2)=[O:26])([CH3:23])([CH3:22])[CH3:21].CCN(CC)CC. The catalyst is CC#N. The product is [C:20]([O:24][C:25]([N:27]1[CH2:32][C@@H:31]2[CH2:33][C@H:28]1[CH2:29][N:30]2[CH2:2][CH2:3][C:4]1[CH:19]=[CH:18][C:7]([O:8][C:9]2[S:10][C:11]3[CH:17]=[CH:16][CH:15]=[CH:14][C:12]=3[N:13]=2)=[CH:6][CH:5]=1)=[O:26])([CH3:23])([CH3:21])[CH3:22]. The yield is 0.560. (3) The reactants are [F:1][C:2]1[CH:7]=[CH:6][C:5]([C:8]2[C:12]3[C:13](=[O:17])[NH:14][CH2:15][CH2:16][C:11]=3[NH:10][C:9]=2[CH:18]=O)=[CH:4][CH:3]=1.[F:20][C:21]1[CH:22]=[C:23]2[C:27](=[CH:28][C:29]=1[NH:30][CH2:31][C:32]1[CH:37]=[CH:36][C:35]([F:38])=[CH:34][CH:33]=1)[NH:26][C:25](=[O:39])[CH2:24]2. No catalyst specified. The product is [F:20][C:21]1[CH:22]=[C:23]2[C:27](=[CH:28][C:29]=1[NH:30][CH2:31][C:32]1[CH:37]=[CH:36][C:35]([F:38])=[CH:34][CH:33]=1)[NH:26][C:25](=[O:39])[C:24]2=[CH:18][C:9]1[NH:10][C:11]2[CH2:16][CH2:15][NH:14][C:13](=[O:17])[C:12]=2[C:8]=1[C:5]1[CH:6]=[CH:7][C:2]([F:1])=[CH:3][CH:4]=1. The yield is 0.435.